From a dataset of Peptide-MHC class I binding affinity with 185,985 pairs from IEDB/IMGT. Regression. Given a peptide amino acid sequence and an MHC pseudo amino acid sequence, predict their binding affinity value. This is MHC class I binding data. (1) The peptide sequence is GQRVYSWVY. The MHC is HLA-B15:17 with pseudo-sequence HLA-B15:17. The binding affinity (normalized) is 0.0847. (2) The peptide sequence is LVQYRILPMI. The MHC is HLA-A02:01 with pseudo-sequence HLA-A02:01. The binding affinity (normalized) is 0.276. (3) The peptide sequence is FVLGGCRHKL. The MHC is HLA-A24:02 with pseudo-sequence HLA-A24:02. The binding affinity (normalized) is 0.0847. (4) The peptide sequence is ERLKIAGSL. The MHC is HLA-A31:01 with pseudo-sequence HLA-A31:01. The binding affinity (normalized) is 0. (5) The peptide sequence is TGIAGSFCL. The MHC is H-2-Kb with pseudo-sequence H-2-Kb. The binding affinity (normalized) is 0.120. (6) The peptide sequence is QLNETIYTS. The MHC is HLA-A02:01 with pseudo-sequence HLA-A02:01. The binding affinity (normalized) is 0.267.